This data is from Full USPTO retrosynthesis dataset with 1.9M reactions from patents (1976-2016). The task is: Predict the reactants needed to synthesize the given product. (1) Given the product [CH2:14]([O:11][C:2]1[CH:3]=[CH:4][C:5]2[C:10](=[CH:9][CH:8]=[CH:7][CH:6]=2)[CH:1]=1)[CH2:15][CH2:16][CH3:17], predict the reactants needed to synthesize it. The reactants are: [CH:1]1[C:10]2[C:5](=[CH:6][CH:7]=[CH:8][CH:9]=2)[CH:4]=[CH:3][C:2]=1[OH:11].[OH-].[Na+].[CH2:14](Br)[CH2:15][CH2:16][CH3:17].O. (2) Given the product [C:1]([N:4]1[C:13]2[C:8](=[CH:9][C:10]([C:33]3[CH:42]=[CH:41][C:36]([C:37]([O:39][CH3:40])=[O:38])=[CH:35][N:34]=3)=[CH:11][CH:12]=2)[C@H:7]([NH:23][C:24]([O:25][C:26]([CH3:29])([CH3:28])[CH3:27])=[O:30])[CH2:6][C@@H:5]1[CH3:31])(=[O:3])[CH3:2], predict the reactants needed to synthesize it. The reactants are: [C:1]([N:4]1[C:13]2[C:8](=[CH:9][C:10](B3OC(C)(C)C(C)(C)O3)=[CH:11][CH:12]=2)[C@H:7]([NH:23][C:24](=[O:30])[O:25][C:26]([CH3:29])([CH3:28])[CH3:27])[CH2:6][C@@H:5]1[CH3:31])(=[O:3])[CH3:2].Br[C:33]1[CH:42]=[CH:41][C:36]([C:37]([O:39][CH3:40])=[O:38])=[CH:35][N:34]=1.C(=O)([O-])[O-].[K+].[K+].COCCOC. (3) Given the product [C:4]([CH2:5][CH2:6][CH2:7][N:8]([CH2:27][C:28]1[CH:33]=[CH:32][C:31]([Cl:34])=[CH:30][CH:29]=1)[C:9]([C:11]1([CH3:26])[CH2:14][CH2:13][N:12]1[C:15](=[O:25])[CH2:16][C:17]1[CH:18]=[C:19]([CH3:24])[CH:20]=[C:21]([CH3:23])[CH:22]=1)=[O:10])(=[O:35])[NH2:36], predict the reactants needed to synthesize it. The reactants are: C(O[C:4](=[O:35])[CH2:5][CH2:6][CH2:7][N:8]([CH2:27][C:28]1[CH:33]=[CH:32][C:31]([Cl:34])=[CH:30][CH:29]=1)[C:9]([C:11]1([CH3:26])[CH2:14][CH2:13][N:12]1[C:15](=[O:25])[CH2:16][C:17]1[CH:22]=[C:21]([CH3:23])[CH:20]=[C:19]([CH3:24])[CH:18]=1)=[O:10])C.[NH3:36].